Dataset: Full USPTO retrosynthesis dataset with 1.9M reactions from patents (1976-2016). Task: Predict the reactants needed to synthesize the given product. (1) Given the product [Cl:12][C:13]1[N:21]=[C:20]2[C:16]([N:17]=[CH:18][N:19]2[CH:22]2[CH2:27][CH2:26][CH2:25][CH2:24][O:23]2)=[C:15]([C:3]2[CH:4]=[CH:5][C:6]([CH3:8])=[CH:7][C:2]=2[CH3:1])[N:14]=1, predict the reactants needed to synthesize it. The reactants are: [CH3:1][C:2]1[CH:7]=[C:6]([CH3:8])[CH:5]=[CH:4][C:3]=1B(O)O.[Cl:12][C:13]1[N:21]=[C:20]2[C:16]([N:17]=[CH:18][N:19]2[CH:22]2[CH2:27][CH2:26][CH2:25][CH2:24][O:23]2)=[C:15](Cl)[N:14]=1. (2) Given the product [CH:22]1([CH2:27][NH:28][C:2]2[CH:7]=[CH:6][C:5]([N:8]([CH3:18])[S:9]([C:12]3[CH:17]=[CH:16][CH:15]=[CH:14][CH:13]=3)(=[O:11])=[O:10])=[CH:4][C:3]=2[N+:19]([O-:21])=[O:20])[CH2:26][CH2:25][CH2:24][CH2:23]1, predict the reactants needed to synthesize it. The reactants are: F[C:2]1[CH:7]=[CH:6][C:5]([N:8]([CH3:18])[S:9]([C:12]2[CH:17]=[CH:16][CH:15]=[CH:14][CH:13]=2)(=[O:11])=[O:10])=[CH:4][C:3]=1[N+:19]([O-:21])=[O:20].[CH:22]1([CH2:27][NH2:28])[CH2:26][CH2:25][CH2:24][CH2:23]1. (3) Given the product [Cl:1][C:2]1[C:3]([CH3:22])=[C:4]([S:8]([NH:11][C:12]2[S:13][C:14]([CH2:24][N:25]([CH3:27])[CH3:26])=[C:15]([CH2:17][CH2:18][O:19][CH2:20][CH3:21])[N:16]=2)(=[O:9])=[O:10])[CH:5]=[CH:6][CH:7]=1, predict the reactants needed to synthesize it. The reactants are: [Cl:1][C:2]1[C:3]([CH3:22])=[C:4]([S:8]([NH:11][C:12]2[S:13][CH:14]=[C:15]([CH2:17][CH2:18][O:19][CH2:20][CH3:21])[N:16]=2)(=[O:10])=[O:9])[CH:5]=[CH:6][CH:7]=1.Cl.[CH3:24][NH:25][CH3:26].[CH2:27]=O.